Dataset: Full USPTO retrosynthesis dataset with 1.9M reactions from patents (1976-2016). Task: Predict the reactants needed to synthesize the given product. Given the product [CH2:8]([O:12][C:13]1[N:21]=[C:20]2[C:16]([N:17]=[C:18]([O:22][CH3:23])[N:19]2[CH2:41][CH2:40][CH2:39][NH:42][C@@H:3]2[CH2:2][CH2:33][CH2:32][O:5]2)=[C:15]([NH2:24])[N:14]=1)[CH2:9][CH2:10][CH3:11], predict the reactants needed to synthesize it. The reactants are: F[C:2](F)(F)[C:3]([OH:5])=O.[CH2:8]([O:12][C:13]1[NH:14][C:15]([NH2:24])=[C:16]2[C:20]([N:21]=1)=[N:19][C:18]([O:22][CH3:23])=[N:17]2)[CH2:9][CH2:10][CH3:11].C([O-])([O-])=O.[K+].[K+].Br[CH2:32][CH2:33]CBr.Cl.O1[CH2:41][CH2:40][C@@H:39]([NH2:42])C1.CC(N=C(N(C)C)N(C)C)(C)C.